From a dataset of Full USPTO retrosynthesis dataset with 1.9M reactions from patents (1976-2016). Predict the reactants needed to synthesize the given product. (1) The reactants are: Cl[C:2]1[N:7]=[C:6]([NH:8][C@@H:9]2[CH2:15][CH2:14][CH2:13][CH2:12][N:11]([C:16]([N:18]([CH3:20])[CH3:19])=[O:17])[CH2:10]2)[CH:5]=[N:4][C:3]=1[C:21]#[N:22].Cl.[CH3:24][C:25]1[CH:29]=[C:28]([NH2:30])[S:27][N:26]=1.C1C=CC(P(C2C(C3C(P(C4C=CC=CC=4)C4C=CC=CC=4)=CC=C4C=3C=CC=C4)=C3C(C=CC=C3)=CC=2)C2C=CC=CC=2)=CC=1.C([O-])([O-])=O.[Cs+].[Cs+]. Given the product [C:21]([C:3]1[N:4]=[CH:5][C:6]([NH:8][C@@H:9]2[CH2:15][CH2:14][CH2:13][CH2:12][N:11]([C:16]([N:18]([CH3:20])[CH3:19])=[O:17])[CH2:10]2)=[N:7][C:2]=1[NH:30][C:28]1[S:27][N:26]=[C:25]([CH3:24])[CH:29]=1)#[N:22], predict the reactants needed to synthesize it. (2) Given the product [CH2:14]1[C:2]2([OH:27])[CH2:1][CH:6]3[CH:5]4[CH2:10][C:9]5([OH:19])[CH2:11][CH:12]([CH:4]4[CH2:3]2)[CH:13]1[CH:7]3[CH2:8]5, predict the reactants needed to synthesize it. The reactants are: [CH2:1]1[CH:6]2[CH:7]3[CH:13]4[CH2:14][CH:2]1[CH2:3][CH:4]1[CH:12]4[CH2:11][CH:9]([CH2:10][CH:5]12)[CH2:8]3.C(Cl)Cl.[N+]([O-])(O)=[O:19].OS(O)(=O)=O.[OH2:27]. (3) Given the product [NH2:1][C:2]1[N:6]([C:7]2[CH:12]=[CH:11][C:10]([O:13][CH3:14])=[CH:9][CH:8]=2)[N:5]=[CH:4][C:3]=1[C:15]([OH:16])=[O:20], predict the reactants needed to synthesize it. The reactants are: [NH2:1][C:2]1[N:6]([C:7]2[CH:12]=[CH:11][C:10]([O:13][CH3:14])=[CH:9][CH:8]=2)[N:5]=[CH:4][C:3]=1[C:15](N)=[O:16].C([OH:20])C.Cl. (4) Given the product [ClH:1].[Cl:1][CH2:2][CH2:3][CH2:4][CH:5]([C:8]1[CH:13]=[CH:12][CH:11]=[CH:10][C:9]=1[C:14]([F:15])([F:16])[F:17])[C:6](=[NH:7])[O:20][CH2:18][CH3:19], predict the reactants needed to synthesize it. The reactants are: [Cl:1][CH2:2][CH2:3][CH2:4][CH:5]([C:8]1[CH:13]=[CH:12][CH:11]=[CH:10][C:9]=1[C:14]([F:17])([F:16])[F:15])[C:6]#[N:7].[CH2:18]([OH:20])[CH3:19].C(Cl)(=O)C. (5) The reactants are: C([O:3][C:4]([C:6]1[N:7]([C:15]2[CH:20]=[CH:19][C:18]([CH3:21])=[CH:17][CH:16]=2)[N:8]=[C:9]([C:11]([CH3:14])([CH3:13])[CH3:12])[CH:10]=1)=O)C.C1COCC1.CC(C[AlH]CC(C)C)C. Given the product [C:11]([C:9]1[CH:10]=[C:6]([CH2:4][OH:3])[N:7]([C:15]2[CH:16]=[CH:17][C:18]([CH3:21])=[CH:19][CH:20]=2)[N:8]=1)([CH3:14])([CH3:12])[CH3:13], predict the reactants needed to synthesize it. (6) Given the product [C:22]1([O:21][C:19](=[O:20])[NH:1][C:2]2[CH:7]=[C:6]([C:8]([F:9])([F:11])[F:10])[CH:5]=[CH:4][N:3]=2)[CH:27]=[CH:26][CH:25]=[CH:24][CH:23]=1, predict the reactants needed to synthesize it. The reactants are: [NH2:1][C:2]1[CH:7]=[C:6]([C:8]([F:11])([F:10])[F:9])[CH:5]=[CH:4][N:3]=1.N1C=CC=CC=1.Cl[C:19]([O:21][C:22]1[CH:27]=[CH:26][CH:25]=[CH:24][CH:23]=1)=[O:20]. (7) Given the product [N+:16]([C:13]1[CH:14]=[CH:15][C:10]([NH:8][CH2:7][CH2:6][C:4]2[N:3]=[CH:2][S:1][CH:5]=2)=[CH:11][CH:12]=1)([O-:18])=[O:17], predict the reactants needed to synthesize it. The reactants are: [S:1]1[CH:5]=[C:4]([CH2:6][CH2:7][NH2:8])[N:3]=[CH:2]1.F[C:10]1[CH:15]=[CH:14][C:13]([N+:16]([O-:18])=[O:17])=[CH:12][CH:11]=1.C(N(CC)CC)C.O. (8) Given the product [Cl:1][C:2]1[CH:3]=[CH:4][C:5]([OH:11])=[C:6]([CH:10]=1)[C:7]([NH:18][C:17]1[CH:19]=[CH:20][CH:21]=[C:15]([C:12](=[O:14])[CH3:13])[CH:16]=1)=[O:9], predict the reactants needed to synthesize it. The reactants are: [Cl:1][C:2]1[CH:10]=[C:6]([C:7]([OH:9])=O)[C:5]([OH:11])=[CH:4][CH:3]=1.[C:12]([C:15]1[CH:16]=[C:17]([CH:19]=[CH:20][CH:21]=1)[NH2:18])(=[O:14])[CH3:13]. (9) Given the product [NH2:6][C:7]1[C:8]2[C:32]([CH3:39])([C:33]3[CH:38]=[CH:37][CH:36]=[CH:35][CH:34]=3)[C:31](=[O:40])[NH:30][C:9]=2[N:10]=[C:11]([N:13]2[C:23]3[C:22](=[CH:27][C:26]([Cl:28])=[CH:25][CH:24]=3)[C:15]([CH2:16][CH2:17][C:18]([F:21])([F:20])[F:19])=[N:14]2)[N:12]=1, predict the reactants needed to synthesize it. The reactants are: CN(C=O)C.[NH2:6][C:7]1[C:8]2[C:32]([CH3:39])([C:33]3[CH:38]=[CH:37][CH:36]=[CH:35][CH:34]=3)[C:31](=[O:40])[NH:30][C:9]=2[N:10]=[C:11]([NH:13]/[N:14]=[C:15](/[C:22]2[CH:27]=[C:26]([Cl:28])[CH:25]=[CH:24][C:23]=2Br)\[CH2:16][CH2:17][C:18]([F:21])([F:20])[F:19])[N:12]=1.CNCCNC.